The task is: Predict the product of the given reaction.. This data is from Forward reaction prediction with 1.9M reactions from USPTO patents (1976-2016). (1) Given the reactants C([O:8][C:9](=[O:24])[CH2:10][N:11]1[C@H:15]([CH3:16])[C@H:14]([C:17]2[CH:22]=[CH:21][CH:20]=[CH:19][CH:18]=2)[O:13][C:12]1=[O:23])C1C=CC=CC=1, predict the reaction product. The product is: [CH3:16][C@@H:15]1[C@H:14]([C:17]2[CH:22]=[CH:21][CH:20]=[CH:19][CH:18]=2)[O:13][C:12](=[O:23])[N:11]1[CH2:10][C:9]([OH:24])=[O:8]. (2) Given the reactants C([O-])=O.[NH4+].Cl[C:6]1[N:11]=[N:10][C:9]([NH2:12])=[C:8]([C:13]2[CH:18]=[CH:17][C:16]([O:19][CH3:20])=[CH:15][C:14]=2[CH3:21])[CH:7]=1, predict the reaction product. The product is: [CH3:20][O:19][C:16]1[CH:17]=[CH:18][C:13]([C:8]2[CH:7]=[CH:6][N:11]=[N:10][C:9]=2[NH2:12])=[C:14]([CH3:21])[CH:15]=1.